Dataset: Forward reaction prediction with 1.9M reactions from USPTO patents (1976-2016). Task: Predict the product of the given reaction. (1) Given the reactants N1CCOCC1.[CH3:7][O:8][C:9]1[CH:24]=[CH:23][C:12]([CH2:13][O:14][C:15]([N:17]2[CH2:22][CH2:21][NH:20][CH2:19][CH2:18]2)=[O:16])=[CH:11][CH:10]=1.[ClH:25].CCOCC, predict the reaction product. The product is: [ClH:25].[CH3:7][O:8][C:9]1[CH:10]=[CH:11][C:12]([CH2:13][O:14][C:15]([N:17]2[CH2:18][CH2:19][NH:20][CH2:21][CH2:22]2)=[O:16])=[CH:23][CH:24]=1. (2) Given the reactants [NH2:1][C:2]1[NH:3][C:4](=[S:16])[C:5]([C:14]#[N:15])=[C:6]([C:8]2[CH:13]=[CH:12][CH:11]=[CH:10][CH:9]=2)[N:7]=1.[CH2:17](Br)[CH2:18][CH2:19][CH3:20].CC[O-].[Na+], predict the reaction product. The product is: [NH2:1][C:2]1[N:3]=[C:4]([S:16][CH2:17][CH2:18][CH2:19][CH3:20])[C:5]([C:14]#[N:15])=[C:6]([C:8]2[CH:13]=[CH:12][CH:11]=[CH:10][CH:9]=2)[N:7]=1. (3) Given the reactants [CH3:1][O:2][CH2:3][CH2:4][CH2:5][NH:6][C:7]1[CH2:12][CH2:11][CH2:10][C:9](=O)[CH:8]=1.S(OC)(OC)(=O)=O.S(OCC)(OCC)(=O)=O.[C:30]([CH2:32][C:33]([NH:35][CH2:36][CH2:37][CH2:38][O:39][CH3:40])=[O:34])#[N:31], predict the reaction product. The product is: [C:30](/[C:32](=[C:9]1/[CH:8]=[C:7]([NH:6][CH2:5][CH2:4][CH2:3][O:2][CH3:1])[CH2:12][CH2:11][CH2:10]/1)/[C:33]([NH:35][CH2:36][CH2:37][CH2:38][O:39][CH3:40])=[O:34])#[N:31]. (4) Given the reactants [F:1][C:2]1[CH:3]=[C:4]([N+:19]([O-:21])=[O:20])[C:5]([NH:9][C@H:10]([C:12]2[CH:17]=[CH:16][C:15]([F:18])=[CH:14][CH:13]=2)[CH3:11])=[N:6][C:7]=1F.CCN(C(C)C)C(C)C.[CH3:31][C:32]1[NH:36][N:35]=[C:34]([NH2:37])[CH:33]=1, predict the reaction product. The product is: [F:1][C:2]1[C:7]([NH:37][C:34]2[CH:33]=[C:32]([CH3:31])[NH:36][N:35]=2)=[N:6][C:5]([NH:9][C@H:10]([C:12]2[CH:17]=[CH:16][C:15]([F:18])=[CH:14][CH:13]=2)[CH3:11])=[C:4]([N+:19]([O-:21])=[O:20])[CH:3]=1. (5) Given the reactants [Cl:1][C:2]1[CH:3]=[CH:4][C:5]2[N+:10]([O-:11])=[N:9][C:8](=[O:12])[N:7]([CH2:13][CH:14]=O)[C:6]=2[CH:16]=1.[O:17]1[C:26]2[CH:25]=[C:24]([CH2:27][N:28]([CH:36]3[CH2:41][CH2:40][NH:39][CH2:38][CH2:37]3)[C:29](=[O:35])[O:30][C:31]([CH3:34])([CH3:33])[CH3:32])[N:23]=[CH:22][C:21]=2[O:20][CH2:19][CH2:18]1.[BH-](OC(C)=O)(OC(C)=O)OC(C)=O.[Na+].C([O-])(O)=O.[Na+], predict the reaction product. The product is: [Cl:1][C:2]1[CH:3]=[CH:4][C:5]2[N+:10]([O-:11])=[N:9][C:8](=[O:12])[N:7]([CH2:13][CH2:14][N:39]3[CH2:38][CH2:37][CH:36]([N:28]([CH2:27][C:24]4[N:23]=[CH:22][C:21]5[O:20][CH2:19][CH2:18][O:17][C:26]=5[CH:25]=4)[C:29](=[O:35])[O:30][C:31]([CH3:33])([CH3:34])[CH3:32])[CH2:41][CH2:40]3)[C:6]=2[CH:16]=1.